From a dataset of Peptide-MHC class I binding affinity with 185,985 pairs from IEDB/IMGT. Regression. Given a peptide amino acid sequence and an MHC pseudo amino acid sequence, predict their binding affinity value. This is MHC class I binding data. (1) The peptide sequence is WTVNDIQKL. The MHC is HLA-B44:03 with pseudo-sequence HLA-B44:03. The binding affinity (normalized) is 0. (2) The peptide sequence is YSPGQRVEFL. The MHC is Mamu-A01 with pseudo-sequence Mamu-A01. The binding affinity (normalized) is 0.945.